Dataset: Reaction yield outcomes from USPTO patents with 853,638 reactions. Task: Predict the reaction yield, written as a fraction of the theoretical maximum amount of product (1.0 means a 100% yield; for example, 0.34 means a 34% yield). (1) The reactants are [Cl:1][C:2]1[C:3]([C:25]2[CH:26]=[N:27][C:28]([O:31]C)=[CH:29][CH:30]=2)=[N:4][C:5]([NH:8][C:9]([C:11]2([C:14]3[CH:24]=[CH:23][C:17]4[O:18][C:19]([F:22])([F:21])[O:20][C:16]=4[CH:15]=3)[CH2:13][CH2:12]2)=[O:10])=[CH:6][CH:7]=1. The catalyst is O1CCOCC1.Cl. The product is [Cl:1][C:2]1[CH:7]=[CH:6][C:5]([NH:8][C:9]([C:11]2([C:14]3[CH:24]=[CH:23][C:17]4[O:18][C:19]([F:22])([F:21])[O:20][C:16]=4[CH:15]=3)[CH2:12][CH2:13]2)=[O:10])=[N:4][C:3]=1[C:25]1[CH:30]=[CH:29][C:28](=[O:31])[NH:27][CH:26]=1. The yield is 0.220. (2) The reactants are [Br:1][C:2]1[CH:3]=[C:4]2[C:10]([I:11])=[CH:9][NH:8][C:5]2=[N:6][CH:7]=1.[H-].[Na+].[CH3:14][Si:15]([CH2:18][CH2:19][O:20][CH2:21]Cl)([CH3:17])[CH3:16]. The catalyst is CN(C=O)C. The product is [Br:1][C:2]1[CH:3]=[C:4]2[C:10]([I:11])=[CH:9][N:8]([CH2:21][O:20][CH2:19][CH2:18][Si:15]([CH3:17])([CH3:16])[CH3:14])[C:5]2=[N:6][CH:7]=1. The yield is 0.730.